From a dataset of NCI-60 drug combinations with 297,098 pairs across 59 cell lines. Regression. Given two drug SMILES strings and cell line genomic features, predict the synergy score measuring deviation from expected non-interaction effect. Synergy scores: CSS=6.60, Synergy_ZIP=-1.28, Synergy_Bliss=0.105, Synergy_Loewe=-2.12, Synergy_HSA=0.0390. Drug 2: C1CN(P(=O)(OC1)NCCCl)CCCl. Cell line: T-47D. Drug 1: C1=CC(=CC=C1CCC2=CNC3=C2C(=O)NC(=N3)N)C(=O)NC(CCC(=O)O)C(=O)O.